Dataset: Reaction yield outcomes from USPTO patents with 853,638 reactions. Task: Predict the reaction yield, written as a fraction of the theoretical maximum amount of product (1.0 means a 100% yield; for example, 0.34 means a 34% yield). (1) The reactants are [CH3:1][C:2]([C:6]1[CH:11]=[CH:10][C:9]([CH2:12][C:13]2[C:22]3[C:17](=[CH:18][CH:19]=[C:20](B4OC(C)(C)C(C)(C)O4)[CH:21]=3)[N:16]=[CH:15][C:14]=2[N+:32]([O-:34])=[O:33])=[CH:8][CH:7]=1)([CH3:5])[C:3]#[N:4].Br[C:36]1[CH:37]=[CH:38][C:39]2[C:43]3[CH:44]=[CH:45][CH:46]=[CH:47][C:42]=3[O:41][C:40]=2[CH:48]=1.C([O-])([O-])=O.[Na+].[Na+].C1(C)C=CC=CC=1. The catalyst is C1C=CC([P]([Pd]([P](C2C=CC=CC=2)(C2C=CC=CC=2)C2C=CC=CC=2)([P](C2C=CC=CC=2)(C2C=CC=CC=2)C2C=CC=CC=2)[P](C2C=CC=CC=2)(C2C=CC=CC=2)C2C=CC=CC=2)(C2C=CC=CC=2)C2C=CC=CC=2)=CC=1.O. The product is [CH:38]1[C:39]2[C:43]3[CH:44]=[CH:45][CH:46]=[CH:47][C:42]=3[O:41][C:40]=2[CH:48]=[C:36]([C:20]2[CH:21]=[C:22]3[C:17](=[CH:18][CH:19]=2)[N:16]=[CH:15][C:14]([N+:32]([O-:34])=[O:33])=[C:13]3[CH2:12][C:9]2[CH:10]=[CH:11][C:6]([C:2]([CH3:1])([CH3:5])[C:3]#[N:4])=[CH:7][CH:8]=2)[CH:37]=1. The yield is 0.500. (2) The reactants are C([C@H]1COC(=O)N1[C:14](=[O:25])[C@H:15]([C:17]1[CH:22]=[CH:21][CH:20]=[CH:19][C:18]=1[O:23][CH3:24])[CH3:16])C1C=CC=CC=1.[Li+].[BH4-].[OH-].[Na+].COC1C=CC=CC=1[C@H](C)CNC1C=C(C2C=NC(N3CCN(C)CC3)=CC=2)N=CN=1. The catalyst is C1COCC1.CO. The product is [CH3:24][O:23][C:18]1[CH:19]=[CH:20][CH:21]=[CH:22][C:17]=1[C@H:15]([CH3:16])[CH2:14][OH:25]. The yield is 0.954. (3) The reactants are [NH2:1][C:2]1[N:7]=[C:6]([NH2:8])[CH:5]=[CH:4][N:3]=1.[Br:9]N1C(=O)CCC1=O.C(Cl)Cl.[OH-].[Na+]. The catalyst is C(Cl)(Cl)Cl. The product is [Br:9][C:5]1[C:6]([NH2:8])=[N:7][C:2]([NH2:1])=[N:3][CH:4]=1. The yield is 0.740. (4) The reactants are Br[C:2]1[CH:3]=[C:4]([O:9][CH2:10][C:11]2[CH:16]=[CH:15][C:14]([O:17][CH3:18])=[CH:13][CH:12]=2)[CH:5]=[C:6]([Br:8])[CH:7]=1.[NH2:19][C:20]1[CH:21]=[N:22][CH:23]=[CH:24][CH:25]=1.C([O-])(C)(C)C.[Na+].CCOC(C)=O. The catalyst is C1(C)C=CC=CC=1.[Cl-].[Na+].O.C1C=CC(/C=C/C(/C=C/C2C=CC=CC=2)=O)=CC=1.C1C=CC(/C=C/C(/C=C/C2C=CC=CC=2)=O)=CC=1.C1C=CC(/C=C/C(/C=C/C2C=CC=CC=2)=O)=CC=1.C(Cl)(Cl)Cl.[Pd].[Pd].CCOC(C)=O.CCCCCCC. The product is [CH3:18][O:17][C:14]1[CH:15]=[CH:16][C:11]([CH2:10][O:9][C:4]2[CH:3]=[C:2]([NH:19][C:20]3[CH:21]=[N:22][CH:23]=[CH:24][CH:25]=3)[CH:7]=[C:6]([Br:8])[CH:5]=2)=[CH:12][CH:13]=1. The yield is 0.750.